This data is from Reaction yield outcomes from USPTO patents with 853,638 reactions. The task is: Predict the reaction yield, written as a fraction of the theoretical maximum amount of product (1.0 means a 100% yield; for example, 0.34 means a 34% yield). The reactants are C([O:8][C:9]1[C:14]([CH2:15][N:16]2[CH2:25][CH2:24][C:23]3[C:18](=[C:19]([Cl:32])[C:20]([C:26]4[N:30]([CH3:31])[N:29]=[CH:28][CH:27]=4)=[CH:21][CH:22]=3)[C:17]2=[O:33])=[C:13]([CH3:34])[CH:12]=[C:11]([CH3:35])[N:10]=1)C1C=CC=CC=1. The catalyst is C(O)(C(F)(F)F)=O. The product is [Cl:32][C:19]1[C:20]([C:26]2[N:30]([CH3:31])[N:29]=[CH:28][CH:27]=2)=[CH:21][CH:22]=[C:23]2[C:18]=1[C:17](=[O:33])[N:16]([CH2:15][C:14]1[C:9](=[O:8])[NH:10][C:11]([CH3:35])=[CH:12][C:13]=1[CH3:34])[CH2:25][CH2:24]2. The yield is 0.170.